The task is: Predict the product of the given reaction.. This data is from Forward reaction prediction with 1.9M reactions from USPTO patents (1976-2016). (1) The product is: [O:15]1[C:16]2[CH:19]=[CH:18][NH:10][C:8](=[O:9])[C:17]=2[CH:13]=[CH:14]1. Given the reactants O1C=CC=C1C=C[C:8]([N:10]=[N+]=[N-])=[O:9].[CH3:13][CH2:14][O:15][CH2:16][CH3:17].[C:18]1(C)C=CC=C[CH:19]=1, predict the reaction product. (2) Given the reactants [F:1][C:2]1[CH:7]=[C:6]([CH:8]([O:10][CH3:11])[CH3:9])[CH:5]=[C:4]([F:12])[C:3]=1[C:13]1[N:18]=[C:17]([C:19]([O:21]C)=[O:20])[CH:16]=[CH:15][C:14]=1[F:23].[OH-].[Li+], predict the reaction product. The product is: [F:1][C:2]1[CH:7]=[C:6]([CH:8]([O:10][CH3:11])[CH3:9])[CH:5]=[C:4]([F:12])[C:3]=1[C:13]1[N:18]=[C:17]([C:19]([OH:21])=[O:20])[CH:16]=[CH:15][C:14]=1[F:23]. (3) Given the reactants [NH2:1][CH:2]([C:7]([OH:9])=O)[CH2:3][CH2:4][S:5][CH3:6].[C:10](=[O:12])=O.[NH2:13][C@H](C([O-])=O)CCSC.[K+], predict the reaction product. The product is: [CH3:6][S:5][CH2:4][CH2:3][CH:2]1[NH:1][C:10](=[O:12])[NH:13][C:7]1=[O:9]. (4) Given the reactants C([O:3][C:4]([CH:6]1[CH2:12][CH2:11][N:10]2[C:13](=[O:30])[C:14]3[C:19]4[CH2:20][CH2:21][C:22]([CH:28]=[O:29])=[C:23]([S:24][CH2:25][CH2:26][CH3:27])[C:18]=4[S:17][C:15]=3[N:16]=[C:9]2[CH2:8][CH2:7]1)=[O:5])C.O, predict the reaction product. The product is: [CH:28]([C:22]1[CH2:21][CH2:20][C:19]2[C:14]3[C:13](=[O:30])[N:10]4[CH2:11][CH2:12][CH:6]([C:4]([OH:5])=[O:3])[CH2:7][CH2:8][C:9]4=[N:16][C:15]=3[S:17][C:18]=2[C:23]=1[S:24][CH2:25][CH2:26][CH3:27])=[O:29]. (5) Given the reactants [C:1]1([S:7]([N:10]2[C:14]3=[N:15][CH:16]=[CH:17][C:18]([C:19]4[CH:24]=[CH:23][C:22]([S:25]([N:28]5[CH2:32][CH2:31][CH2:30][CH2:29]5)(=[O:27])=[O:26])=[CH:21][CH:20]=4)=[C:13]3[CH:12]=[CH:11]2)(=[O:9])=[O:8])[CH:6]=[CH:5][CH:4]=[CH:3][CH:2]=1.[Li+].[CH3:34]C([N-]C(C)C)C.CCCCCCC.C1COCC1.C(C1C=CC=CC=1)C.CI, predict the reaction product. The product is: [CH3:34][C:11]1[N:10]([S:7]([C:1]2[CH:2]=[CH:3][CH:4]=[CH:5][CH:6]=2)(=[O:9])=[O:8])[C:14]2=[N:15][CH:16]=[CH:17][C:18]([C:19]3[CH:20]=[CH:21][C:22]([S:25]([N:28]4[CH2:32][CH2:31][CH2:30][CH2:29]4)(=[O:26])=[O:27])=[CH:23][CH:24]=3)=[C:13]2[CH:12]=1. (6) Given the reactants [ClH:1].[S:2]1[CH:6]=[CH:5][C:4]2[C:7]([N:11]3[CH2:16][CH2:15][N:14]([CH2:17][CH2:18][CH2:19][O:20][C:21]4[C:26]([CH3:27])=[CH:25][C:24](Br)=[CH:23][C:22]=4[O:29][CH3:30])[CH2:13][CH2:12]3)=[CH:8][CH:9]=[CH:10][C:3]1=2.[C:31]([N:34]1[CH2:39][CH2:38][NH:37][CH2:36][CH2:35]1)(=[O:33])[CH3:32].C1(P(C2C=CC=CC=2)C2C=CC3C(=CC=CC=3)C=2C2C3C(=CC=CC=3)C=CC=2P(C2C=CC=CC=2)C2C=CC=CC=2)C=CC=CC=1.CC(C)([O-])C.[Na+], predict the reaction product. The product is: [ClH:1].[C:31]([N:34]1[CH2:39][CH2:38][N:37]([C:24]2[CH:25]=[C:26]([CH3:27])[C:21]([O:20][CH2:19][CH2:18][CH2:17][N:14]3[CH2:15][CH2:16][N:11]([C:7]4[C:4]5[CH:5]=[CH:6][S:2][C:3]=5[CH:10]=[CH:9][CH:8]=4)[CH2:12][CH2:13]3)=[C:22]([O:29][CH3:30])[CH:23]=2)[CH2:36][CH2:35]1)(=[O:33])[CH3:32]. (7) Given the reactants [F:1][C:2]1[CH:3]=[N:4][CH:5]=[C:6]([CH:11]=1)[C:7](Cl)=[N:8][OH:9].[Cl:12][C:13]1[CH:18]=[CH:17][CH:16]=[CH:15][C:14]=1[C:19]#[CH:20].N, predict the reaction product. The product is: [Cl:12][C:13]1[CH:18]=[CH:17][CH:16]=[CH:15][C:14]=1[C:19]1[O:9][N:8]=[C:7]([C:6]2[CH:5]=[N:4][CH:3]=[C:2]([F:1])[CH:11]=2)[CH:20]=1. (8) Given the reactants Cl[CH2:2][CH2:3]Cl.C([CH:7]([C:11]([O-:13])=O)[C:8]([O-:10])=[O:9])C.[K+].[K+].Cl.C(#N)[C:18]1[CH:23]=[CH:22][CH:21]=[CH:20][CH:19]=1, predict the reaction product. The product is: [C:11]([CH2:7][C:8]([O:10][CH2:2][CH3:3])=[O:9])(=[O:13])[C:18]1[CH:23]=[CH:22][CH:21]=[CH:20][CH:19]=1. (9) Given the reactants Cl.[CH3:2][O:3][C:4](=[O:51])[C@@H:5]([NH:21][C:22]([CH:24]1[CH2:33][C:32]2[CH:31]=[C:30]3[O:34][CH2:35][C@H:36]([C:38]4[CH:43]=[CH:42][C:41]([O:44][CH2:45][CH:46]5[CH2:50][CH2:49][CH2:48][CH2:47]5)=[CH:40][CH:39]=4)[O:37][C:29]3=[CH:28][C:27]=2[CH2:26][NH:25]1)=[O:23])[CH2:6][C:7]1[CH:12]=[CH:11][C:10]([C:13]2[CH:18]=[CH:17][C:16]([C:19]#[N:20])=[CH:15][CH:14]=2)=[CH:9][CH:8]=1.[C:52]([NH:55][C:56]1[S:57][C:58]([S:62](Cl)(=[O:64])=[O:63])=[C:59]([CH3:61])[N:60]=1)(=[O:54])[CH3:53], predict the reaction product. The product is: [CH3:2][O:3][C:4](=[O:51])[C@@H:5]([NH:21][C:22]([CH:24]1[CH2:33][C:32]2[CH:31]=[C:30]3[O:34][CH2:35][C@H:36]([C:38]4[CH:39]=[CH:40][C:41]([O:44][CH2:45][CH:46]5[CH2:47][CH2:48][CH2:49][CH2:50]5)=[CH:42][CH:43]=4)[O:37][C:29]3=[CH:28][C:27]=2[CH2:26][N:25]1[S:62]([C:58]1[S:57][C:56]([NH:55][C:52](=[O:54])[CH3:53])=[N:60][C:59]=1[CH3:61])(=[O:63])=[O:64])=[O:23])[CH2:6][C:7]1[CH:12]=[CH:11][C:10]([C:13]2[CH:14]=[CH:15][C:16]([C:19]#[N:20])=[CH:17][CH:18]=2)=[CH:9][CH:8]=1.